Predict the reaction yield, written as a fraction of the theoretical maximum amount of product (1.0 means a 100% yield; for example, 0.34 means a 34% yield). From a dataset of Reaction yield outcomes from USPTO patents with 853,638 reactions. The reactants are [F:1][C:2]1[CH:7]=[CH:6][C:5]([N:8]=[C:9]=[O:10])=[CH:4][CH:3]=1.[OH:11][N:12]=[C:13]1[CH2:18][CH2:17][N:16]([C:19]([O:21][C:22]([CH3:25])([CH3:24])[CH3:23])=[O:20])[CH2:15][CH2:14]1.C(N(CC)CC)C. The catalyst is O1CCCC1. The product is [F:1][C:2]1[CH:7]=[CH:6][C:5]([NH:8][C:9]([O:11][N:12]=[C:13]2[CH2:14][CH2:15][N:16]([C:19]([O:21][C:22]([CH3:25])([CH3:24])[CH3:23])=[O:20])[CH2:17][CH2:18]2)=[O:10])=[CH:4][CH:3]=1. The yield is 0.960.